From a dataset of Merck oncology drug combination screen with 23,052 pairs across 39 cell lines. Regression. Given two drug SMILES strings and cell line genomic features, predict the synergy score measuring deviation from expected non-interaction effect. (1) Drug 1: O=S1(=O)NC2(CN1CC(F)(F)F)C1CCC2Cc2cc(C=CCN3CCC(C(F)(F)F)CC3)ccc2C1. Drug 2: CNC(=O)c1cc(Oc2ccc(NC(=O)Nc3ccc(Cl)c(C(F)(F)F)c3)cc2)ccn1. Cell line: PA1. Synergy scores: synergy=17.6. (2) Drug 1: NC1(c2ccc(-c3nc4ccn5c(=O)[nH]nc5c4cc3-c3ccccc3)cc2)CCC1. Drug 2: CCc1cnn2c(NCc3ccc[n+]([O-])c3)cc(N3CCCCC3CCO)nc12. Cell line: RPMI7951. Synergy scores: synergy=9.31. (3) Drug 1: Cn1nnc2c(C(N)=O)ncn2c1=O. Drug 2: CCc1cnn2c(NCc3ccc[n+]([O-])c3)cc(N3CCCCC3CCO)nc12. Cell line: SW837. Synergy scores: synergy=-85.4. (4) Drug 1: CCN(CC)CCNC(=O)c1c(C)[nH]c(C=C2C(=O)Nc3ccc(F)cc32)c1C. Drug 2: Cn1nnc2c(C(N)=O)ncn2c1=O. Cell line: MSTO. Synergy scores: synergy=12.7. (5) Drug 1: O=P1(N(CCCl)CCCl)NCCCO1. Drug 2: Cn1c(=O)n(-c2ccc(C(C)(C)C#N)cc2)c2c3cc(-c4cnc5ccccc5c4)ccc3ncc21. Cell line: OCUBM. Synergy scores: synergy=24.4.